The task is: Predict the reactants needed to synthesize the given product.. This data is from Full USPTO retrosynthesis dataset with 1.9M reactions from patents (1976-2016). (1) Given the product [F:1][C:2]([F:7])([F:6])[C:3]([OH:5])=[O:4].[CH3:38][C:18]1[O:17][N:16]=[C:15]([C:11]2[CH:10]=[C:9]([C:45]3[CH:46]=[CH:47][C:42]([C:39]([OH:41])=[O:40])=[CH:43][CH:44]=3)[CH:14]=[CH:13][CH:12]=2)[C:19]=1[C:20]1[N:21]=[C:22]([CH:25]2[CH2:29][CH2:28][CH2:27][N:26]2[C:30](=[O:37])[CH2:31][C:32]2[S:33][CH:34]=[CH:35][CH:36]=2)[S:23][CH:24]=1, predict the reactants needed to synthesize it. The reactants are: [F:1][C:2]([F:7])([F:6])[C:3]([OH:5])=[O:4].Br[C:9]1[CH:10]=[C:11]([C:15]2[C:19]([C:20]3[N:21]=[C:22]([CH:25]4[CH2:29][CH2:28][CH2:27][N:26]4[C:30](=[O:37])[CH2:31][C:32]4[S:33][CH:34]=[CH:35][CH:36]=4)[S:23][CH:24]=3)=[C:18]([CH3:38])[O:17][N:16]=2)[CH:12]=[CH:13][CH:14]=1.[C:39]([C:42]1[CH:47]=[CH:46][C:45](B(O)O)=[CH:44][CH:43]=1)([OH:41])=[O:40]. (2) Given the product [C:26]1([C:25]2[C:16]([C:13]3[CH:12]=[CH:11][C:10]([CH:8]([NH2:7])[CH3:9])=[CH:15][CH:14]=3)=[N:17][C:18]3[CH:19]=[CH:20][N:21]4[CH:34]=[N:33][N:32]=[C:22]4[C:23]=3[CH:24]=2)[CH:31]=[CH:30][CH:29]=[CH:28][CH:27]=1, predict the reactants needed to synthesize it. The reactants are: CC(S([NH:7][CH:8]([C:10]1[CH:15]=[CH:14][C:13]([C:16]2[C:25]([C:26]3[CH:31]=[CH:30][CH:29]=[CH:28][CH:27]=3)=[CH:24][C:23]3[C:22]4=[N:32][N:33]=[CH:34][N:21]4[CH:20]=[CH:19][C:18]=3[N:17]=2)=[CH:12][CH:11]=1)[CH3:9])=O)(C)C.Cl.O. (3) Given the product [Cl:3][C:17]1[C:16]2[C:21](=[CH:22][C:13]([N:10]3[CH2:11][CH2:12][C@@H:8]([N:7]([CH3:32])[CH3:6])[CH2:9]3)=[CH:14][C:15]=2[O:24][CH:25]2[CH2:30][CH2:29][N:28]([CH3:31])[CH2:27][CH2:26]2)[N:20]=[CH:19][N:18]=1, predict the reactants needed to synthesize it. The reactants are: P(Cl)(Cl)([Cl:3])=O.[CH3:6][N:7]([CH3:32])[C@@H:8]1[CH2:12][CH2:11][N:10]([C:13]2[CH:22]=[C:21]3[C:16]([CH2:17][NH:18][C:19](=O)[NH:20]3)=[C:15]([O:24][CH:25]3[CH2:30][CH2:29][N:28]([CH3:31])[CH2:27][CH2:26]3)[CH:14]=2)[CH2:9]1.C(N(C(C)C)CC)(C)C. (4) Given the product [ClH:47].[OH:46][C:43]1[CH:44]=[CH:45][C:40]([CH:32]([C:33]2[CH:38]=[CH:37][C:36]([OH:39])=[CH:35][CH:34]=2)[CH2:31][NH:30][C:9]2[N:8]=[C:7]([N:4]3[CH2:5][CH2:6][C@@H:2]([NH:1][C:72]([NH:109][CH2:108][C:106]4[N:105]=[CH:104][N:103]([CH3:102])[CH:107]=4)=[O:73])[CH2:3]3)[N:15]=[C:14]3[C:10]=2[N:11]=[CH:12][N:13]3[C@@H:16]2[CH2:20][C@H:19]([N:21]3[N:25]=[N:24][C:23]([CH2:26][CH3:27])=[N:22]3)[C@@H:18]([OH:28])[C@H:17]2[OH:29])=[CH:41][CH:42]=1, predict the reactants needed to synthesize it. The reactants are: [NH2:1][C@@H:2]1[CH2:6][CH2:5][N:4]([C:7]2[N:15]=[C:14]3[C:10]([N:11]=[CH:12][N:13]3[C@@H:16]3[CH2:20][C@H:19]([N:21]4[N:25]=[N:24][C:23]([CH2:26][CH3:27])=[N:22]4)[C@@H:18]([OH:28])[C@H:17]3[OH:29])=[C:9]([NH:30][CH2:31][CH:32]([C:40]3[CH:45]=[CH:44][C:43]([OH:46])=[CH:42][CH:41]=3)[C:33]3[CH:38]=[CH:37][C:36]([OH:39])=[CH:35][CH:34]=3)[N:8]=2)[CH2:3]1.[ClH:47].C1(C(C2C=CC=CC=2)CNC2N=C(N3CC[C@@H](N[C:72](NCC4C=CC=CN=4)=[O:73])C3)N=C3C=2N=CN3[C@@H]2C[C@H](N3N=NC(CC)=N3)[C@@H](O)[C@H]2O)C=CC=CC=1.[CH3:102][N:103]1[CH:107]=[C:106]([CH2:108][NH2:109])[N:105]=[CH:104]1. (5) Given the product [Br:1][C:2]1[CH:3]=[CH:4][C:5]([CH2:8][CH2:9][CH2:10][Br:12])=[CH:6][N:7]=1, predict the reactants needed to synthesize it. The reactants are: [Br:1][C:2]1[N:7]=[CH:6][C:5]([CH2:8][CH2:9][CH2:10]O)=[CH:4][CH:3]=1.[BrH:12].